From a dataset of Retrosynthesis with 50K atom-mapped reactions and 10 reaction types from USPTO. Predict the reactants needed to synthesize the given product. (1) Given the product CCN(C(=O)c1ccc(-n2c(C)nc3ccccc32)cc1)[C@@H]1CCN(C(=O)OC(C)(C)C)C1, predict the reactants needed to synthesize it. The reactants are: CCBr.Cc1nc2ccccc2n1-c1ccc(C(=O)N[C@@H]2CCN(C(=O)OC(C)(C)C)C2)cc1. (2) Given the product CS(=O)(=O)OC[C@H]1COc2c(OCc3ccccc3)cccc2O1, predict the reactants needed to synthesize it. The reactants are: BrCc1ccccc1.CS(=O)(=O)OC[C@H]1COc2c(O)cccc2O1. (3) Given the product CCCCC[C@H](O[Si](C)(C)C(C)(C)C)[C@@H](C)n1cnc2c(N)ncnc21, predict the reactants needed to synthesize it. The reactants are: CCCCC[C@H](O[Si](C)(C)C(C)(C)C)[C@@H](C)n1cnc2c(Cl)ncnc21.N. (4) Given the product CCN1CCC(O)(c2cc(Cl)cc(Cl)c2)C1, predict the reactants needed to synthesize it. The reactants are: CCI.OC1(c2cc(Cl)cc(Cl)c2)CCNC1. (5) Given the product O=Cc1cnc2ccc(-c3ccc(Cl)nc3)cn12, predict the reactants needed to synthesize it. The reactants are: O=Cc1cnc2ccc(Br)cn12.OB(O)c1ccc(Cl)nc1. (6) Given the product COC(=O)COc1cc(C)cc2ncc(Cc3ccc(Cl)cc3)c(C)c12, predict the reactants needed to synthesize it. The reactants are: COC(=O)COc1cc(C)cc2nc(Cl)c(Cc3ccc(Cl)cc3)c(C)c12. (7) Given the product C[C@@H](NC(=O)COc1ccc(C(C)(C)C)c(Cl)c1)c1ccc(NS(C)(=O)=O)c(F)c1, predict the reactants needed to synthesize it. The reactants are: CC(C)(C)c1ccc(OCC(=O)O)cc1Cl.C[C@@H](N)c1ccc(NS(C)(=O)=O)c(F)c1.